This data is from Acute oral toxicity (LD50) regression data from Zhu et al.. The task is: Regression/Classification. Given a drug SMILES string, predict its toxicity properties. Task type varies by dataset: regression for continuous values (e.g., LD50, hERG inhibition percentage) or binary classification for toxic/non-toxic outcomes (e.g., AMES mutagenicity, cardiotoxicity, hepatotoxicity). Dataset: ld50_zhu. The drug is O=C(Cl)CCl. The rat oral LD50 is 2.73, given as -log10 of the dose in mol/kg body weight (higher means more acutely toxic).